This data is from Reaction yield outcomes from USPTO patents with 853,638 reactions. The task is: Predict the reaction yield, written as a fraction of the theoretical maximum amount of product (1.0 means a 100% yield; for example, 0.34 means a 34% yield). (1) The reactants are Br[C:2]1[C:25](=[O:26])[N:24]([CH2:27][C:28]2[C:33]([F:34])=[CH:32][CH:31]=[CH:30][C:29]=2[CH:35]2[CH2:37][CH2:36]2)[C:5]2[N:6]=[C:7]([NH:10][C:11]3[CH:16]=[CH:15][C:14]([N:17]4[CH2:22][CH2:21][N:20]([CH3:23])[CH2:19][CH2:18]4)=[CH:13][CH:12]=3)[N:8]=[CH:9][C:4]=2[CH:3]=1.[CH2:38]([Sn](CCCC)(CCCC)C#CC)[CH2:39][CH2:40]C. The catalyst is O1CCOCC1.C1C=CC([P]([Pd]([P](C2C=CC=CC=2)(C2C=CC=CC=2)C2C=CC=CC=2)([P](C2C=CC=CC=2)(C2C=CC=CC=2)C2C=CC=CC=2)[P](C2C=CC=CC=2)(C2C=CC=CC=2)C2C=CC=CC=2)(C2C=CC=CC=2)C2C=CC=CC=2)=CC=1. The product is [CH:35]1([C:29]2[CH:30]=[CH:31][CH:32]=[C:33]([F:34])[C:28]=2[CH2:27][N:24]2[C:5]3[N:6]=[C:7]([NH:10][C:11]4[CH:16]=[CH:15][C:14]([N:17]5[CH2:18][CH2:19][N:20]([CH3:23])[CH2:21][CH2:22]5)=[CH:13][CH:12]=4)[N:8]=[CH:9][C:4]=3[CH:3]=[C:2]([C:38]#[C:39][CH3:40])[C:25]2=[O:26])[CH2:36][CH2:37]1. The yield is 0.220. (2) The reactants are [CH3:1][N:2]([CH3:34])[C:3]([C:5]1[N:28]([CH:29]2[CH2:33][CH2:32][CH2:31][CH2:30]2)[C:8]2[N:9]=[C:10]([NH:13][C:14]3[CH:19]=[CH:18][C:17]([C:20]([N:22]4[CH2:27][CH2:26][NH:25][CH2:24][CH2:23]4)=[O:21])=[CH:16][N:15]=3)[N:11]=[CH:12][C:7]=2[CH:6]=1)=[O:4].Br[CH2:36][CH2:37][OH:38]. No catalyst specified. The product is [CH3:1][N:2]([CH3:34])[C:3]([C:5]1[N:28]([CH:29]2[CH2:33][CH2:32][CH2:31][CH2:30]2)[C:8]2[N:9]=[C:10]([NH:13][C:14]3[CH:19]=[CH:18][C:17]([C:20]([N:22]4[CH2:27][CH2:26][N:25]([CH2:36][CH2:37][OH:38])[CH2:24][CH2:23]4)=[O:21])=[CH:16][N:15]=3)[N:11]=[CH:12][C:7]=2[CH:6]=1)=[O:4]. The yield is 0.480.